This data is from Full USPTO retrosynthesis dataset with 1.9M reactions from patents (1976-2016). The task is: Predict the reactants needed to synthesize the given product. (1) Given the product [CH3:25][C:20]1[C:19]([C:17]2[CH:18]=[C:13]3[C:12]([CH2:26][CH:27]4[CH2:28][CH2:29][S:30](=[O:34])(=[O:33])[CH2:31][CH2:32]4)=[CH:11][NH:10][C:14]3=[N:15][CH:16]=2)=[C:23]([CH3:24])[O:22][N:21]=1, predict the reactants needed to synthesize it. The reactants are: C1(S([N:10]2[C:14]3=[N:15][CH:16]=[C:17]([C:19]4[C:20]([CH3:25])=[N:21][O:22][C:23]=4[CH3:24])[CH:18]=[C:13]3[C:12]([CH2:26][CH:27]3[CH2:32][CH2:31][S:30](=[O:34])(=[O:33])[CH2:29][CH2:28]3)=[CH:11]2)(=O)=O)C=CC=CC=1.[OH-].[K+].O. (2) Given the product [Br:8][C:9]1[N:10]=[C:11]([C:30]2[O:52][N:51]=[C:33]([C:34]3[CH:39]=[CH:38][C:37]([CH:40]([NH:43][C:44]([O:45][C:46]([CH3:49])([CH3:48])[CH3:47])=[O:50])[CH2:41][F:42])=[CH:36][CH:35]=3)[CH:31]=2)[C:12]([N:15]([C:23]([O:25][C:26]([CH3:29])([CH3:28])[CH3:27])=[O:24])[C:16](=[O:22])[O:17][C:18]([CH3:20])([CH3:21])[CH3:19])=[N:13][CH:14]=1, predict the reactants needed to synthesize it. The reactants are: C(N(CC)CC)C.[Br:8][C:9]1[N:10]=[C:11]([C:30]#[CH:31])[C:12]([N:15]([C:23]([O:25][C:26]([CH3:29])([CH3:28])[CH3:27])=[O:24])[C:16](=[O:22])[O:17][C:18]([CH3:21])([CH3:20])[CH3:19])=[N:13][CH:14]=1.Cl[C:33](=[N:51][OH:52])[C:34]1[CH:39]=[CH:38][C:37]([CH:40]([NH:43][C:44](=[O:50])[O:45][C:46]([CH3:49])([CH3:48])[CH3:47])[CH2:41][F:42])=[CH:36][CH:35]=1. (3) Given the product [F:24][C:22]1[CH:23]=[C:18]([CH:19]=[C:20]([O:26][CH3:27])[C:21]=1[F:25])[CH:12]=[O:14], predict the reactants needed to synthesize it. The reactants are: [Li]CCCC.CCCCCC.[CH2:12]([O:14]CC)C.Br[C:18]1[CH:19]=[C:20]([O:26][CH3:27])[C:21]([F:25])=[C:22]([F:24])[CH:23]=1.CN(C=O)C. (4) Given the product [C:19]([O:18][C:17]([N:16]([CH3:24])[C@@H:6]([C@H:7]([CH3:15])[CH2:8][O:9][CH2:10][C:11]([OH:14])([CH3:13])[CH3:12])[C:2]([OH:1])=[O:26])=[O:23])([CH3:22])([CH3:21])[CH3:20], predict the reactants needed to synthesize it. The reactants are: [O:1]1C=CC=[C:2]1[C@@H:6]([N:16]([CH3:24])[C:17](=[O:23])[O:18][C:19]([CH3:22])([CH3:21])[CH3:20])[C@H:7]([CH3:15])[CH2:8][O:9][CH2:10][C:11]([OH:14])([CH3:13])[CH3:12].I([O-])(=O)(=O)=[O:26].[Na+]. (5) Given the product [O:33]([C:30]1[CH:29]=[CH:28][C:27]([C:7]2[C:6]3[C:2]([NH2:1])=[N:3][NH:4][C:5]=3[CH:10]=[C:9]([CH:11]3[CH2:16][CH2:15][NH:14][CH2:13][CH2:12]3)[N:8]=2)=[CH:32][CH:31]=1)[C:34]1[CH:39]=[CH:38][CH:37]=[CH:36][CH:35]=1, predict the reactants needed to synthesize it. The reactants are: [NH2:1][C:2]1[C:6]2[C:7]([C:27]3[CH:32]=[CH:31][C:30]([O:33][C:34]4[CH:39]=[CH:38][CH:37]=[CH:36][CH:35]=4)=[CH:29][CH:28]=3)=[N:8][C:9]([CH:11]3[CH2:16][CH2:15][N:14](C(OCC4C=CC=CC=4)=O)[CH2:13][CH2:12]3)=[CH:10][C:5]=2[NH:4][N:3]=1.Cl. (6) Given the product [Cl:35][C:34]1[C:21]([Cl:20])=[CH:22][C:23]2[NH:27][C:26]([CH2:28][CH2:29][CH2:30][N:31]([CH3:32])[CH2:17][CH2:16][C:2]3([OH:1])[CH2:7][CH:6]4[CH2:8][CH2:9][CH:3]3[CH:4]=[C:5]4[C:10]3[CH:15]=[CH:14][CH:13]=[CH:12][CH:11]=3)=[N:25][C:24]=2[CH:33]=1, predict the reactants needed to synthesize it. The reactants are: [OH:1][C:2]1([CH2:16][C:17](O)=O)[CH2:7][CH:6]2[CH2:8][CH2:9][CH:3]1[CH:4]=[C:5]2[C:10]1[CH:15]=[CH:14][CH:13]=[CH:12][CH:11]=1.[Cl:20][C:21]1[C:34]([Cl:35])=[CH:33][C:24]2[NH:25][C:26]([CH2:28][CH2:29][CH2:30][NH:31][CH3:32])=[N:27][C:23]=2[CH:22]=1. (7) Given the product [CH3:22]/[C:23](/[CH2:31][OH:32])=[CH:24]\[C:25]1[CH:30]=[CH:29][CH:28]=[CH:27][CH:26]=1, predict the reactants needed to synthesize it. The reactants are: C1(P(C2C=CC=CC=2)C2C=CC=CC=2)C=CC=CC=1.[OH-].[Na+].[CH3:22]/[C:23](/[CH:31]=[O:32])=[CH:24]/[C:25]1[CH:30]=[CH:29][CH:28]=[CH:27][CH:26]=1.[H][H].